This data is from Full USPTO retrosynthesis dataset with 1.9M reactions from patents (1976-2016). The task is: Predict the reactants needed to synthesize the given product. (1) Given the product [Cl:1][C:2]1[CH:7]=[CH:6][CH:5]=[C:4]([Cl:8])[C:3]=1[CH2:9][S:10]([C:13]1[CH:14]=[C:15]2[C:19](=[CH:20][CH:21]=1)[NH:18][C:17](=[O:22])/[C:16]/2=[CH:23]\[C:24]1[NH:28][C:27]([CH3:29])=[C:26]([C:30]([N:34]2[CH2:38][CH2:37][C@@H:36]([OH:39])[CH2:35]2)=[O:32])[C:25]=1[CH3:33])(=[O:11])=[O:12], predict the reactants needed to synthesize it. The reactants are: [Cl:1][C:2]1[CH:7]=[CH:6][CH:5]=[C:4]([Cl:8])[C:3]=1[CH2:9][S:10]([C:13]1[CH:14]=[C:15]2[C:19](=[CH:20][CH:21]=1)[NH:18][C:17](=[O:22])/[C:16]/2=[CH:23]\[C:24]1[NH:28][C:27]([CH3:29])=[C:26]([C:30]([OH:32])=O)[C:25]=1[CH3:33])(=[O:12])=[O:11].[NH:34]1[CH2:38][CH2:37][C@@H:36]([OH:39])[CH2:35]1.C1C=CC2N(O)N=NC=2C=1.CCN=C=NCCCN(C)C.Cl. (2) Given the product [C:1]([O:5][C:6](=[O:20])[CH2:7][C@@H:8]([CH2:9][OH:10])[CH2:12][C@H:13]([CH3:19])[CH2:14][CH2:15][CH2:16][CH2:17][CH3:18])([CH3:2])([CH3:4])[CH3:3], predict the reactants needed to synthesize it. The reactants are: [C:1]([O:5][C:6](=[O:20])[CH2:7][C@H:8]([CH2:12][C@H:13]([CH3:19])[CH2:14][CH2:15][CH2:16][CH2:17][CH3:18])[C:9](O)=[O:10])([CH3:4])([CH3:3])[CH3:2]. (3) Given the product [F:24][C:2]1([F:1])[CH2:7][CH:6]2[NH:8][CH:3]1[CH2:4][CH:5]2[C:19]([O:21][CH3:22])=[O:20], predict the reactants needed to synthesize it. The reactants are: [F:1][C:2]1([F:24])[CH2:7][CH:6]2[N:8](C(OCC3C=CC=CC=3)=O)[CH:3]1[CH2:4][C@H:5]2[C:19]([O:21][CH2:22]C)=[O:20]. (4) Given the product [F:33][C:31]1[CH:30]=[C:29]([F:34])[CH:28]=[C:27]2[C:32]=1[C:23]([NH:21][C:10]1[C:9]([C:5]3[CH:6]=[N:7][CH:8]=[C:3]([O:2][CH3:1])[CH:4]=3)=[CH:14][N:13]=[C:12]([N:15]3[CH2:16][CH2:17][O:18][CH2:19][CH2:20]3)[N:11]=1)=[C:24]([CH3:41])[C:25]([C:35]1[CH:40]=[CH:39][CH:38]=[CH:37][N:36]=1)=[N:26]2, predict the reactants needed to synthesize it. The reactants are: [CH3:1][O:2][C:3]1[CH:4]=[C:5]([C:9]2[C:10]([NH2:21])=[N:11][C:12]([N:15]3[CH2:20][CH2:19][O:18][CH2:17][CH2:16]3)=[N:13][CH:14]=2)[CH:6]=[N:7][CH:8]=1.Cl[C:23]1[C:32]2[C:27](=[CH:28][C:29]([F:34])=[CH:30][C:31]=2[F:33])[N:26]=[C:25]([C:35]2[CH:40]=[CH:39][CH:38]=[CH:37][N:36]=2)[C:24]=1[CH3:41].C1(P(C2CCCCC2)C2C=CC=CC=2C2C(C(C)C)=CC(C(C)C)=CC=2C(C)C)CCCCC1.CC(C)([O-])C.[Na+]. (5) Given the product [OH:17][C@@H:16]1[CH2:11][CH2:12][C@:7]([C:1]2[CH:6]=[CH:5][CH:4]=[CH:3][CH:2]=2)([C:8]([O:9][CH3:10])=[O:14])[CH2:13]1, predict the reactants needed to synthesize it. The reactants are: [C:1]1([C@@:7]23[CH2:13][C@@H:10]([CH2:11][CH2:12]2)[O:9][C:8]3=[O:14])[CH:6]=[CH:5][CH:4]=[CH:3][CH:2]=1.Cl.[CH3:16][OH:17].